Dataset: Full USPTO retrosynthesis dataset with 1.9M reactions from patents (1976-2016). Task: Predict the reactants needed to synthesize the given product. (1) Given the product [N+:16]([C:11]1[CH:12]=[C:13]2[C:8](=[CH:9][CH:10]=1)[C:7]([NH2:19])=[N:6][CH:15]=[CH:14]2)([O-:18])=[O:17], predict the reactants needed to synthesize it. The reactants are: COC1C=C(OC)C=CC=1C[N:6]1[CH:15]=[CH:14][C:13]2[C:8](=[CH:9][CH:10]=[C:11]([N+:16]([O-:18])=[O:17])[CH:12]=2)[C:7]1=[NH:19].C(O)(C(F)(F)F)=O.C([O-])(O)=O.[Na+]. (2) Given the product [ClH:57].[ClH:57].[C:1]([C:5]1[N:10]=[C:9]([NH:11][CH2:12][CH2:13][CH2:14][O:15][CH3:16])[C:8]([C:17]([N:19]([C@H:20]2[CH2:25][C@@H:24]([C:26]([N:28]3[CH2:29][CH2:30][CH:31]([C:34]([OH:37])([CH3:35])[CH3:36])[CH2:32][CH2:33]3)=[O:27])[CH2:23][NH:22][CH2:21]2)[CH2:45][CH:46]([CH3:48])[CH3:47])=[O:18])=[CH:7][N:6]=1)([CH3:2])([CH3:3])[CH3:4], predict the reactants needed to synthesize it. The reactants are: [C:1]([C:5]1[N:10]=[C:9]([NH:11][CH2:12][CH2:13][CH2:14][O:15][CH3:16])[C:8]([C:17]([N:19]([CH2:45][CH:46]([CH3:48])[CH3:47])[C@H:20]2[CH2:25][C@@H:24]([C:26]([N:28]3[CH2:33][CH2:32][CH:31]([C:34]([OH:37])([CH3:36])[CH3:35])[CH2:30][CH2:29]3)=[O:27])[CH2:23][N:22](C(OC(C)(C)C)=O)[CH2:21]2)=[O:18])=[CH:7][N:6]=1)([CH3:4])([CH3:3])[CH3:2].C(O)(C(F)(F)F)=O.C(Cl)(Cl)[Cl:57]. (3) The reactants are: [OH2:1].[N+:2]([C:5]1[CH:13]=[C:12]2[C:8]([CH:9]=[N:10][N:11]2[C:14]([C:27]2[CH:32]=[CH:31][CH:30]=[CH:29][CH:28]=2)([C:21]2[CH:26]=[CH:25][CH:24]=[CH:23][CH:22]=2)[C:15]2[CH:20]=[CH:19][CH:18]=[CH:17][CH:16]=2)=[CH:7][C:6]=1[CH2:33][CH2:34][OH:35])([O-:4])=[O:3]. Given the product [N+:2]([C:5]1[CH:13]=[C:12]2[C:8]([CH:9]=[N:10][N:11]2[C:14]([C:15]2[CH:16]=[CH:17][CH:18]=[CH:19][CH:20]=2)([C:21]2[CH:26]=[CH:25][CH:24]=[CH:23][CH:22]=2)[C:27]2[CH:28]=[CH:29][CH:30]=[CH:31][CH:32]=2)=[CH:7][C:6]=1[CH2:33][C:34]([OH:1])=[O:35])([O-:4])=[O:3], predict the reactants needed to synthesize it. (4) Given the product [O:10]1[C:15]2[CH:16]=[CH:17][CH:18]=[CH:19][C:14]=2[CH2:13][CH2:12][C@@H:11]1[C:20]([OH:22])=[O:21], predict the reactants needed to synthesize it. The reactants are: C[C@@H](N)C1C=CC=CC=1.[O:10]1[C:15]2[CH:16]=[CH:17][CH:18]=[CH:19][C:14]=2[CH2:13][CH2:12][CH:11]1[C:20]([OH:22])=[O:21]. (5) Given the product [CH:1]([O:4][C:5]([N:7]1[CH2:12][CH2:11][CH:10]([C@H:13]([CH3:21])[CH2:14][CH2:15][O:16][C:26]2[CH:25]=[N:24][C:23]([Cl:22])=[N:28][CH:27]=2)[CH2:9][CH2:8]1)=[O:6])([CH3:3])[CH3:2], predict the reactants needed to synthesize it. The reactants are: [CH:1]([O:4][C:5]([N:7]1[CH2:12][CH2:11][CH:10]([C@H:13]([CH3:21])[CH2:14][CH2:15][O:16]S(C)(=O)=O)[CH2:9][CH2:8]1)=[O:6])([CH3:3])[CH3:2].[Cl:22][C:23]1[N:28]=[CH:27][C:26](O)=[CH:25][N:24]=1.C(=O)([O-])[O-].[K+].[K+]. (6) Given the product [ClH:41].[ClH:41].[NH2:1][C:2]1[C:11]2[N:12]=[C:13]([CH2:23][O:24][CH2:25][CH3:26])[N:14]([CH2:15][CH:16]([OH:17])[CH2:20][OH:19])[C:10]=2[C:9]2[CH:8]=[CH:7][C:6]([O:27][CH:28]3[CH2:33][CH2:32][NH:31][CH2:30][CH2:29]3)=[CH:5][C:4]=2[N:3]=1, predict the reactants needed to synthesize it. The reactants are: [NH2:1][C:2]1[C:11]2[N:12]=[C:13]([CH2:23][O:24][CH2:25][CH3:26])[N:14]([CH2:15][CH:16]3[CH2:20][O:19]C(C)(C)[O:17]3)[C:10]=2[C:9]2[CH:8]=[CH:7][C:6]([O:27][CH:28]3[CH2:33][CH2:32][N:31](C(OC(C)(C)C)=O)[CH2:30][CH2:29]3)=[CH:5][C:4]=2[N:3]=1.[ClH:41].Cl.NC1C2N=C(COCC)N(CC(O)CO)C=2C2C=CC(ON3CCCCC3)=CC=2N=1. (7) The reactants are: [Cl:1][C:2]1[CH:37]=[CH:36][C:5]2[C:6]3[N:23]=[C:22]([NH:24][C:25]4[CH:33]=[CH:32][C:28]([C:29]([OH:31])=[O:30])=[C:27]([O:34][CH3:35])[CH:26]=4)[N:21]=[CH:20][C:7]=3[CH2:8][N:9]=[C:10]([C:11]3[C:16]([O:17][CH3:18])=[CH:15][CH:14]=[CH:13][C:12]=3[F:19])[C:4]=2[CH:3]=1.[OH-].[Na+:39]. Given the product [Cl:1][C:2]1[CH:37]=[CH:36][C:5]2[C:6]3[N:23]=[C:22]([NH:24][C:25]4[CH:33]=[CH:32][C:28]([C:29]([O-:31])=[O:30])=[C:27]([O:34][CH3:35])[CH:26]=4)[N:21]=[CH:20][C:7]=3[CH2:8][N:9]=[C:10]([C:11]3[C:16]([O:17][CH3:18])=[CH:15][CH:14]=[CH:13][C:12]=3[F:19])[C:4]=2[CH:3]=1.[Na+:39], predict the reactants needed to synthesize it. (8) Given the product [CH3:30][CH2:29][CH2:28][CH2:27][CH2:26][CH2:25][CH2:24][CH2:23]/[CH:22]=[CH:21]\[CH2:20][CH2:19][CH2:18][CH2:17][CH2:16][CH2:15][CH2:14][C:13]([O:12][CH2:11][CH:9]([OH:10])[C@H:7]1[O:8][CH2:2][C@H:3]([OH:4])[C@H:5]1[OH:6])=[O:31], predict the reactants needed to synthesize it. The reactants are: O[CH2:2][C@@H:3]([C@H:5]([C@@H:7]([C@@H:9]([CH2:11][OH:12])[OH:10])[OH:8])[OH:6])[OH:4].[C:13](O)(=[O:31])[CH2:14][CH2:15][CH2:16][CH2:17][CH2:18][CH2:19][CH2:20]/[CH:21]=[CH:22]\[CH2:23][CH2:24][CH2:25][CH2:26][CH2:27][CH2:28][CH2:29][CH3:30].C(=O)([O-])[O-].[Na+].[Na+].[PH2]([O-])=O.[Na+]. (9) Given the product [Cl:1][C:2]1[CH:3]=[C:4]([CH:27]=[O:28])[CH:5]=[N:6][C:7]=1[C:8]1[CH:13]=[CH:12][C:11]([C:14]2[NH:18][C:17]3[CH:19]=[C:20]([C:23]([F:25])([F:26])[F:24])[CH:21]=[CH:22][C:16]=3[N:15]=2)=[CH:10][CH:9]=1, predict the reactants needed to synthesize it. The reactants are: [Cl:1][C:2]1[CH:3]=[C:4]([CH2:27][OH:28])[CH:5]=[N:6][C:7]=1[C:8]1[CH:13]=[CH:12][C:11]([C:14]2[NH:18][C:17]3[CH:19]=[C:20]([C:23]([F:26])([F:25])[F:24])[CH:21]=[CH:22][C:16]=3[N:15]=2)=[CH:10][CH:9]=1. (10) Given the product [C:15]([Si:12]([CH3:14])([CH3:13])[O:11][CH2:10][CH2:9][CH2:8][C:7]([CH3:20])([CH3:19])/[CH:6]=[CH:5]/[CH2:4][OH:3])([CH3:18])([CH3:17])[CH3:16], predict the reactants needed to synthesize it. The reactants are: C([O:3][C:4](=O)/[CH:5]=[CH:6]/[C:7]([CH3:20])([CH3:19])[CH2:8][CH2:9][CH2:10][O:11][Si:12]([C:15]([CH3:18])([CH3:17])[CH3:16])([CH3:14])[CH3:13])C.[H-].C([Al+]CC(C)C)C(C)C.C1(C)C=CC=CC=1.Cl.